Dataset: Forward reaction prediction with 1.9M reactions from USPTO patents (1976-2016). Task: Predict the product of the given reaction. (1) Given the reactants Cl.[NH2:2][C:3]([NH2:5])=[NH:4].[F:6][C:7]1[CH:14]=[CH:13][C:10]([CH:11]=O)=[CH:9][CH:8]=1.[CH3:15][CH:16]([CH3:24])[C:17](=O)[CH2:18][C:19]([O:21][CH3:22])=[O:20].C(=O)([O-])[O-].[K+].[K+], predict the reaction product. The product is: [NH2:4][C:3]1[NH:5][CH:17]([CH:16]([CH3:24])[CH3:15])[C:18]([C:19]([O:21][CH3:22])=[O:20])=[C:11]([C:10]2[CH:13]=[CH:14][C:7]([F:6])=[CH:8][CH:9]=2)[N:2]=1. (2) Given the reactants [OH:1][C:2]1[CH:7]=[CH:6][C:5]([NH:8][C:9](=[O:11])[CH3:10])=[CH:4][CH:3]=1.Cl[C:13]1[C:22]2[C:17](=[C:18]([O:25][CH3:26])[C:19]([O:23][CH3:24])=[CH:20][CH:21]=2)[CH:16]=[C:15]([NH:27][C:28]2[CH:32]=[C:31]([CH3:33])[NH:30][N:29]=2)[N:14]=1, predict the reaction product. The product is: [CH3:26][O:25][C:18]1[C:19]([O:23][CH3:24])=[CH:20][CH:21]=[C:22]2[C:17]=1[CH:16]=[C:15]([NH:27][C:28]1[CH:32]=[C:31]([CH3:33])[NH:30][N:29]=1)[N:14]=[C:13]2[O:1][C:2]1[CH:3]=[CH:4][C:5]([NH:8][C:9](=[O:11])[CH3:10])=[CH:6][CH:7]=1. (3) Given the reactants P(Cl)(Cl)(Cl)=O.[Cl:6][C:7]1[C:15]([C:16]([O:18][CH3:19])=[O:17])=[CH:14][CH:13]=[C:12]2[C:8]=1[CH:9]=[CH:10][NH:11]2.[OH-].[Na+].Cl.CN([CH:26]=[O:27])C, predict the reaction product. The product is: [Cl:6][C:7]1[C:15]([C:16]([O:18][CH3:19])=[O:17])=[CH:14][CH:13]=[C:12]2[C:8]=1[C:9]([CH:26]=[O:27])=[CH:10][NH:11]2. (4) The product is: [OH:47][CH2:46][C@H:34]1[C@H:33]([C:30]2[CH:31]=[CH:32][C:27]([O:26][CH3:25])=[CH:28][CH:29]=2)[CH2:38][CH2:37][N:36]([C:39]([O:41][C:42]([CH3:45])([CH3:44])[CH3:43])=[O:40])[CH2:35]1. Given the reactants ClC1C=CC([C@@H]2CCN(C(OC(C)(C)C)=O)C[C@H]2C(OC)=O)=CC=1.[CH3:25][O:26][C:27]1[CH:32]=[CH:31][C:30]([C@@H:33]2[CH2:38][CH2:37][N:36]([C:39]([O:41][C:42]([CH3:45])([CH3:44])[CH3:43])=[O:40])[CH2:35][C@H:34]2[C:46](OCC)=[O:47])=[CH:29][CH:28]=1, predict the reaction product. (5) Given the reactants [O:1]1[CH2:5][CH:4]=[C:3]([C:6]2[CH:11]=[C:10]([F:12])[C:9]([C:13]3[S:14][CH:15]=[C:16]([C:18]([O:20]C)=[O:19])[N:17]=3)=[C:8]([F:22])[CH:7]=2)[CH2:2]1.[Li+].[OH-].Cl, predict the reaction product. The product is: [F:12][C:10]1[CH:11]=[C:6]([CH:3]2[CH2:4][CH2:5][O:1][CH2:2]2)[CH:7]=[C:8]([F:22])[C:9]=1[C:13]1[S:14][CH:15]=[C:16]([C:18]([OH:20])=[O:19])[N:17]=1. (6) Given the reactants [CH:1]1([CH2:4][O:5][C:6]2[CH:11]=[CH:10][C:9]([F:12])=[CH:8][C:7]=2[C:13]2[CH:18]=[CH:17][N:16]=[C:15]3[C:19]([C:31](O)=[O:32])=[C:20]([CH3:30])[N:21]([CH2:22][O:23][CH2:24][CH2:25][Si:26]([CH3:29])([CH3:28])[CH3:27])[C:14]=23)[CH2:3][CH2:2]1.[NH2:34][C@@H:35]1[CH2:40][CH2:39][N:38]([C:41]([O:43][C:44]([CH3:47])([CH3:46])[CH3:45])=[O:42])[CH2:37][C@H:36]1[OH:48], predict the reaction product. The product is: [CH:1]1([CH2:4][O:5][C:6]2[CH:11]=[CH:10][C:9]([F:12])=[CH:8][C:7]=2[C:13]2[CH:18]=[CH:17][N:16]=[C:15]3[C:19]([C:31]([NH:34][C@@H:35]4[CH2:40][CH2:39][N:38]([C:41]([O:43][C:44]([CH3:46])([CH3:45])[CH3:47])=[O:42])[CH2:37][C@H:36]4[OH:48])=[O:32])=[C:20]([CH3:30])[N:21]([CH2:22][O:23][CH2:24][CH2:25][Si:26]([CH3:27])([CH3:29])[CH3:28])[C:14]=23)[CH2:2][CH2:3]1. (7) Given the reactants Cl[C:2]1[N:11]=[C:10]([NH:12][CH2:13][CH:14]([C:20]2[CH:21]=[N:22][CH:23]=[CH:24][CH:25]=2)[C:15]2[NH:16][CH:17]=[CH:18][CH:19]=2)[C:9]2[C:4](=[CH:5][CH:6]=[CH:7][CH:8]=2)[N:3]=1.[CH3:26][C:27]1[C:32](B(O)O)=[CH:31][N:30]2[CH:36]=[CH:37][N:38]=[C:29]2[CH:28]=1.C(NC1C2C(=CC=CC=2)N=C(C2SC3C=CC=CC=3C=2)N=1)(C1C=CC=CC=1)C1C=CC=CC=1, predict the reaction product. The product is: [CH3:26][C:27]1[C:32]([C:2]2[N:11]=[C:10]([NH:12][CH2:13][CH:14]([C:20]3[CH:21]=[N:22][CH:23]=[CH:24][CH:25]=3)[C:15]3[NH:16][CH:17]=[CH:18][CH:19]=3)[C:9]3[C:4](=[CH:5][CH:6]=[CH:7][CH:8]=3)[N:3]=2)=[CH:31][N:30]2[CH:36]=[CH:37][N:38]=[C:29]2[CH:28]=1. (8) Given the reactants C[O:2][C:3]1[CH:11]=[C:10]2[C:6]([C:7]([S:15]([N:18]3[CH2:23][CH2:22][O:21][CH2:20][CH2:19]3)(=[O:17])=[O:16])=[C:8]([C:12]([NH2:14])=[O:13])[NH:9]2)=[CH:5][CH:4]=1.B(Br)(Br)Br.CCOC(C)=O.C([O-])(O)=O.[Na+], predict the reaction product. The product is: [OH:2][C:3]1[CH:11]=[C:10]2[C:6]([C:7]([S:15]([N:18]3[CH2:23][CH2:22][O:21][CH2:20][CH2:19]3)(=[O:17])=[O:16])=[C:8]([C:12]([NH2:14])=[O:13])[NH:9]2)=[CH:5][CH:4]=1. (9) Given the reactants Br[C:2]1[CH:3]=[N:4][CH:5]=[C:6]([Cl:13])[C:7]=1[C:8]([O:10][CH2:11][CH3:12])=[O:9].[CH3:14][Zn]C.O, predict the reaction product. The product is: [Cl:13][C:6]1[CH:5]=[N:4][CH:3]=[C:2]([CH3:14])[C:7]=1[C:8]([O:10][CH2:11][CH3:12])=[O:9]. (10) Given the reactants [F:1][C:2]1[CH:7]=[CH:6][C:5]([N:8]2[C:16]3[C:11](=[CH:12][C:13]([C:17]4([C:23]([CH3:29])([CH3:28])[C:24]([O:26]C)=[O:25])[CH2:22][CH2:21][O:20][CH2:19][CH2:18]4)=[CH:14][CH:15]=3)[CH:10]=[N:9]2)=[CH:4][CH:3]=1.[C-]#N.[K+].[Li+].[I-], predict the reaction product. The product is: [F:1][C:2]1[CH:7]=[CH:6][C:5]([N:8]2[C:16]3[C:11](=[CH:12][C:13]([C:17]4([C:23]([CH3:29])([CH3:28])[C:24]([OH:26])=[O:25])[CH2:22][CH2:21][O:20][CH2:19][CH2:18]4)=[CH:14][CH:15]=3)[CH:10]=[N:9]2)=[CH:4][CH:3]=1.